Dataset: Full USPTO retrosynthesis dataset with 1.9M reactions from patents (1976-2016). Task: Predict the reactants needed to synthesize the given product. (1) Given the product [CH2:24]([S:31][C:6]1[C:5]([N+:16]([O-:18])=[O:17])=[C:4]([C:19]2[O:20][CH:21]=[CH:22][CH:23]=2)[N:3]=[C:2]([NH2:1])[N:7]=1)[C:25]1[CH:30]=[CH:29][CH:28]=[CH:27][CH:26]=1, predict the reactants needed to synthesize it. The reactants are: [NH2:1][C:2]1[N:7]=[C:6](OS(C(F)(F)F)(=O)=O)[C:5]([N+:16]([O-:18])=[O:17])=[C:4]([C:19]2[O:20][CH:21]=[CH:22][CH:23]=2)[N:3]=1.[CH2:24]([SH:31])[C:25]1[CH:30]=[CH:29][CH:28]=[CH:27][CH:26]=1.C1CCN2C(=NCCC2)CC1. (2) Given the product [Cl:1][C:2]1[CH:3]=[C:4]([NH:15][C:16]2[C:25]3[C:20](=[CH:21][C:22]([N:10]4[CH2:11][CH2:12][CH:31]([N:32]5[CH2:36][CH2:35][CH2:34][CH2:33]5)[CH2:14][CH2:9]4)=[C:23]([O:26][CH3:27])[CH:24]=3)[N:19]=[CH:18][C:17]=2[C:29]#[N:30])[CH:5]=[CH:6][C:7]=1[S:8][C:9]1[CH:14]=[CH:13][CH:12]=[CH:11][N:10]=1, predict the reactants needed to synthesize it. The reactants are: [Cl:1][C:2]1[CH:3]=[C:4]([NH:15][C:16]2[C:25]3[C:20](=[CH:21][C:22](F)=[C:23]([O:26][CH3:27])[CH:24]=3)[N:19]=[CH:18][C:17]=2[C:29]#[N:30])[CH:5]=[CH:6][C:7]=1[S:8][C:9]1[CH:14]=[CH:13][CH:12]=[CH:11][N:10]=1.[CH3:31][N:32]1[CH2:36][CH2:35][CH2:34][C:33]1=O. (3) Given the product [Br:17][CH2:14][C:9]1[CH:10]=[CH:11][CH:12]=[CH:13][C:8]=1[C:5]1[CH:6]=[CH:7][C:2]([F:1])=[CH:3][CH:4]=1, predict the reactants needed to synthesize it. The reactants are: [F:1][C:2]1[CH:7]=[CH:6][C:5]([C:8]2[CH:13]=[CH:12][CH:11]=[CH:10][C:9]=2[CH2:14]O)=[CH:4][CH:3]=1.C(Br)(Br)(Br)[Br:17].C1(P(C2C=CC=CC=2)C2C=CC=CC=2)C=CC=CC=1. (4) The reactants are: [C:1]([CH2:4][C:5](=[O:7])[CH3:6])(=[O:3])[CH3:2].[H-].[Na+].[C:10]([O:14][C:15]([N:17]1[C:21]2=[N:22][CH:23]=[CH:24][CH:25]=[C:20]2[C:19]([CH2:26]Cl)=[CH:18]1)=[O:16])([CH3:13])([CH3:12])[CH3:11].O. Given the product [C:10]([O:14][C:15]([N:17]1[C:21]2=[N:22][CH:23]=[CH:24][CH:25]=[C:20]2[C:19]([CH2:26][CH:4]([C:5](=[O:7])[CH3:6])[C:1](=[O:3])[CH3:2])=[CH:18]1)=[O:16])([CH3:13])([CH3:12])[CH3:11], predict the reactants needed to synthesize it. (5) Given the product [CH3:23][O:22][C:13](=[O:21])[C@@H:14]([OH:15])[C@@H:16]([CH2:8][CH:9]=[CH:10][CH3:11])[C:17]([O:19][CH3:20])=[O:18], predict the reactants needed to synthesize it. The reactants are: C(NC(C)C)(C)C.[CH2:8]([Li])[CH2:9][CH2:10][CH3:11].[C:13]([O:22][CH3:23])(=[O:21])[CH:14]([CH2:16][C:17]([O:19][CH3:20])=[O:18])[OH:15].C(Br)C=CC. (6) Given the product [F:27][CH:2]([F:1])[O:3][C:4]1[CH:9]=[CH:8][C:7]([C:10]2[O:11][CH:12]=[C:13]([CH2:15][CH2:16][C:17]([C:19]3[C:24]([CH3:25])=[CH:23][CH:22]=[CH:21][N:20]=3)=[O:18])[N:14]=2)=[CH:6][C:5]=1[O:26][CH:28]([CH3:38])[CH3:29], predict the reactants needed to synthesize it. The reactants are: [F:1][CH:2]([F:27])[O:3][C:4]1[CH:9]=[CH:8][C:7]([C:10]2[O:11][CH:12]=[C:13]([CH2:15][CH2:16][C:17]([C:19]3[C:24]([CH3:25])=[CH:23][CH:22]=[CH:21][N:20]=3)=[O:18])[N:14]=2)=[CH:6][C:5]=1[OH:26].[CH2:28]1[CH2:38]CN2C(=NCCC2)C[CH2:29]1.BrC(C)C.O. (7) Given the product [Cl:1][C:2]1[CH:11]=[C:10]([CH:12]([NH2:28])[CH3:13])[C:9]([N:15]2[CH2:20][CH2:19][CH:18]([F:21])[CH2:17][CH2:16]2)=[C:8]2[C:3]=1[CH:4]=[CH:5][CH:6]=[N:7]2, predict the reactants needed to synthesize it. The reactants are: [Cl:1][C:2]1[CH:11]=[C:10]([C:12](=O)[CH3:13])[C:9]([N:15]2[CH2:20][CH2:19][CH:18]([F:21])[CH2:17][CH2:16]2)=[C:8]2[C:3]=1[CH:4]=[CH:5][CH:6]=[N:7]2.C([O-])(=O)C.[NH4+].C([BH3-])#[N:28].[Na+].O1CCCC1. (8) Given the product [NH2:8][C:5]1[CH:6]=[CH:7][C:2]([N:13]2[C:12](=[O:11])[CH2:18][CH2:17][N:16]([C:19]([O:21][CH2:22][C:25]3[CH:6]=[CH:7][CH:2]=[CH:3][CH:4]=3)=[O:20])[CH2:15][CH2:14]2)=[CH:3][CH:4]=1, predict the reactants needed to synthesize it. The reactants are: I[C:2]1[CH:7]=[CH:6][C:5]([N+:8]([O-])=O)=[CH:4][CH:3]=1.[O:11]=[C:12]1[CH2:18][CH2:17][N:16]([C:19]([O:21][C:22]([CH3:25])(C)C)=[O:20])[CH2:15][CH2:14][NH:13]1.C(=O)([O-])[O-].[K+].[K+].[Cl-].[Ca+2].[Cl-]. (9) Given the product [C:16]([O:15][C:13]([C@:12]12[C@@H:7]([C:1]3[CH:6]=[CH:5][CH:4]=[CH:3][CH:2]=3)[C@H:8]1[CH2:9][O:10][C:11]2=[O:22])=[O:14])([CH3:19])([CH3:18])[CH3:17], predict the reactants needed to synthesize it. The reactants are: [C:1]1(/[CH:7]=[CH:8]\[CH2:9][O:10][C:11](=[O:22])[C:12](=[N+]=[N-])[C:13]([O:15][C:16]([CH3:19])([CH3:18])[CH3:17])=[O:14])[CH:6]=[CH:5][CH:4]=[CH:3][CH:2]=1.P(OCC)(OCC)OCC.